Dataset: Full USPTO retrosynthesis dataset with 1.9M reactions from patents (1976-2016). Task: Predict the reactants needed to synthesize the given product. (1) Given the product [CH3:3][O:4][C:5]1[CH:14]=[CH:13][C:12]([CH:15]=[O:16])=[CH:11][C:6]=1[C:7]([OH:9])=[O:8], predict the reactants needed to synthesize it. The reactants are: [OH-].[Li+].[CH3:3][O:4][C:5]1[CH:14]=[CH:13][C:12]([CH:15]=[O:16])=[CH:11][C:6]=1[C:7]([O:9]C)=[O:8].Cl. (2) The reactants are: C([O:8][C:9]1[CH:14]=[C:13]([O:15]CC2C=CC=CC=2)[C:12]([C:23]([CH3:25])=[CH2:24])=[CH:11][C:10]=1[C:26]([N:28]1[CH2:36][C:35]2[C:30](=[CH:31][CH:32]=[C:33]([CH2:37][N:38]3[CH2:43][CH2:42][N:41]([CH3:44])[CH2:40][CH2:39]3)[CH:34]=2)[CH2:29]1)=[O:27])C1C=CC=CC=1.N#N.C([O-])([O-])=O.[K+].[K+]. Given the product [OH:8][C:9]1[CH:14]=[C:13]([OH:15])[C:12]([CH:23]([CH3:24])[CH3:25])=[CH:11][C:10]=1[C:26]([N:28]1[CH2:36][C:35]2[C:30](=[CH:31][CH:32]=[C:33]([CH2:37][N:38]3[CH2:43][CH2:42][N:41]([CH3:44])[CH2:40][CH2:39]3)[CH:34]=2)[CH2:29]1)=[O:27], predict the reactants needed to synthesize it.